The task is: Predict the product of the given reaction.. This data is from Forward reaction prediction with 1.9M reactions from USPTO patents (1976-2016). (1) The product is: [NH2:9][C@H:10]([CH2:26][C:27]1[CH:32]=[C:31]([F:33])[C:30]([F:34])=[CH:29][C:28]=1[F:35])[CH2:11][C:12]([N:14]1[CH2:23][CH2:22][C:21]2[C:16](=[N:17][CH:18]=[CH:19][N:20]=2)[CH:15]1[CH2:24][CH3:25])=[O:13]. Given the reactants Cl.C(OC([NH:9][C@H:10]([CH2:26][C:27]1[CH:32]=[C:31]([F:33])[C:30]([F:34])=[CH:29][C:28]=1[F:35])[CH2:11][C:12]([N:14]1[CH2:23][CH2:22][C:21]2[C:16](=[N:17][CH:18]=[CH:19][N:20]=2)[CH:15]1[CH2:24][CH3:25])=[O:13])=O)(C)(C)C.C(=O)(O)[O-].[Na+], predict the reaction product. (2) The product is: [F:46][C:20]([F:19])([F:45])[CH:21]([CH3:44])[CH:22]([C:26]1[CH:27]=[CH:28][C:29]([CH2:32][N:33]2[CH2:41][C:40]3[C:35](=[CH:36][CH:37]=[CH:38][C:39]=3[F:42])[C:34]2=[O:43])=[CH:30][CH:31]=1)[C:23]([NH:1][C:2]1[CH:3]=[C:4]([CH:16]=[CH:17][CH:18]=1)[CH2:5][C:6]1([C:9]([O:11][C:12]([CH3:15])([CH3:13])[CH3:14])=[O:10])[CH2:8][CH2:7]1)=[O:24]. Given the reactants [NH2:1][C:2]1[CH:3]=[C:4]([CH:16]=[CH:17][CH:18]=1)[CH2:5][C:6]1([C:9]([O:11][C:12]([CH3:15])([CH3:14])[CH3:13])=[O:10])[CH2:8][CH2:7]1.[F:19][C:20]([F:46])([F:45])[CH:21]([CH3:44])[CH:22]([C:26]1[CH:31]=[CH:30][C:29]([CH2:32][N:33]2[CH2:41][C:40]3[C:35](=[CH:36][CH:37]=[CH:38][C:39]=3[F:42])[C:34]2=[O:43])=[CH:28][CH:27]=1)[C:23](O)=[O:24].O.ON1C2C=CC=CC=2N=N1.CCN(C(C)C)C(C)C.CN(C(ON1N=NC2C=CC=NC1=2)=[N+](C)C)C.F[P-](F)(F)(F)(F)F, predict the reaction product. (3) Given the reactants [CH2:1]([O:3][C:4](=[O:24])[C:5]1[CH:10]=[CH:9][CH:8]=[C:7]([S:11][C:12]2[C:20]3[C:15](=[CH:16][C:17]([Cl:21])=[CH:18][CH:19]=3)[NH:14][C:13]=2[CH3:22])[C:6]=1[CH3:23])[CH3:2].Br[C:26]1[CH:27]=[N:28][N:29]([CH2:31][CH3:32])[CH:30]=1, predict the reaction product. The product is: [CH2:1]([O:3][C:4](=[O:24])[C:5]1[CH:10]=[CH:9][CH:8]=[C:7]([S:11][C:12]2[C:20]3[C:15](=[CH:16][C:17]([Cl:21])=[CH:18][CH:19]=3)[N:14]([C:26]3[CH:27]=[N:28][N:29]([CH2:31][CH3:32])[CH:30]=3)[C:13]=2[CH3:22])[C:6]=1[CH3:23])[CH3:2]. (4) Given the reactants [CH3:1][C:2]1([CH3:30])[O:7][C:6]2[CH:8]=[CH:9][C:10]([C@H:12]3[O:16][C:15](=[O:17])[N:14]([CH2:18][CH2:19][CH2:20][CH2:21][CH2:22][CH2:23][O:24][CH2:25][CH2:26][CH2:27][C:28]#[CH:29])[CH2:13]3)=[CH:11][C:5]=2[CH2:4][O:3]1.[CH:31]1([S:36]([C:39]2[CH:44]=[CH:43][CH:42]=[C:41](I)[CH:40]=2)(=[O:38])=[O:37])[CH2:35][CH2:34][CH2:33][CH2:32]1, predict the reaction product. The product is: [CH:31]1([S:36]([C:39]2[CH:40]=[C:41]([C:29]#[C:28][CH2:27][CH2:26][CH2:25][O:24][CH2:23][CH2:22][CH2:21][CH2:20][CH2:19][CH2:18][N:14]3[CH2:13][C@@H:12]([C:10]4[CH:9]=[CH:8][C:6]5[O:7][C:2]([CH3:30])([CH3:1])[O:3][CH2:4][C:5]=5[CH:11]=4)[O:16][C:15]3=[O:17])[CH:42]=[CH:43][CH:44]=2)(=[O:37])=[O:38])[CH2:35][CH2:34][CH2:33][CH2:32]1. (5) Given the reactants [Cl:1][C:2]1[CH:7]=[CH:6][CH:5]=[C:4]([NH:8][NH2:9])[N:3]=1.C([O:12][C:13](=[O:21])[C:14]([C:19]#[N:20])=[CH:15]OCC)C.[CH3:22][CH2:23]O, predict the reaction product. The product is: [CH2:22]([C:15]1[C:14]([C:13]([OH:12])=[O:21])=[C:19]([NH2:20])[N:8]([C:4]2[CH:5]=[CH:6][CH:7]=[C:2]([Cl:1])[N:3]=2)[N:9]=1)[CH3:23]. (6) Given the reactants [ClH:1].[NH2:2][CH2:3]/[CH:4]=[C:5](/[F:18])\[CH2:6][O:7][C:8]1[CH:17]=[CH:16][C:11]([C:12]([O:14]C)=[O:13])=[CH:10][CH:9]=1, predict the reaction product. The product is: [ClH:1].[NH3+:2][CH2:3]/[CH:4]=[C:5](/[F:18])\[CH2:6][O:7][C:8]1[CH:17]=[CH:16][C:11]([C:12]([O-:14])=[O:13])=[CH:10][CH:9]=1. (7) Given the reactants [NH:1](C(OC(C)(C)C)=O)[C@H:2]([C:10]([OH:12])=[O:11])[CH2:3][C:4]1[CH:9]=[CH:8][CH:7]=[CH:6][CH:5]=1.[NH2:20][N:21]1[CH2:27][C:25](=[O:26])[NH:24][C:22]1=[O:23], predict the reaction product. The product is: [NH2:1][C@H:2]([C:10]([OH:12])=[O:11])[CH2:3][C:4]1[CH:9]=[CH:8][CH:7]=[CH:6][CH:5]=1.[NH2:20][N:21]1[CH2:27][C:25](=[O:26])[NH:24][C:22]1=[O:23]. (8) Given the reactants [CH3:1][O:2][C:3](=[O:55])[CH2:4][NH:5][C:6](=[O:54])[C@H:7]([NH:11][C:12](=[O:53])[C@H:13]([NH:35][C:36]([O:38][CH2:39][CH:40]1[C:52]2[CH:51]=[CH:50][CH:49]=[CH:48][C:47]=2[C:46]2[C:41]1=[CH:42][CH:43]=[CH:44][CH:45]=2)=[O:37])[CH2:14][S:15][C:16]([C:29]1[CH:34]=[CH:33][CH:32]=[CH:31][CH:30]=1)([C:23]1[CH:28]=[CH:27][CH:26]=[CH:25][CH:24]=1)[C:17]1[CH:22]=[CH:21][CH:20]=[CH:19][CH:18]=1)[CH:8]([CH3:10])C.C(NCC)C.C1CN([P+](ON2N=NC3C=CC=CC2=3)(N2CCCC2)N2CCCC2)CC1.F[P-](F)(F)(F)(F)F.N(C(OCC1C2C(=CC=CC=2)C2C1=CC=CC=2)=O)CC(O)=O.C(N(C(C)C)CC)(C)C, predict the reaction product. The product is: [CH:42]1[C:41]2[CH:40]([CH2:39][O:38][C:36](=[O:37])[NH:35][CH2:13][CH3:12])[C:52]3[C:47](=[CH:48][CH:49]=[CH:50][CH:51]=3)[C:46]=2[CH:45]=[CH:44][CH:43]=1.[CH3:1][O:2][C:3](=[O:55])[CH2:4][NH:5][C:6]([C:7]1([NH:11][C:12](=[O:53])[C@H:13]([NH:35][CH:36]=[O:38])[CH2:14][S:15][C:16]([C:17]2[CH:18]=[CH:19][CH:20]=[CH:21][CH:22]=2)([C:29]2[CH:34]=[CH:33][CH:32]=[CH:31][CH:30]=2)[C:23]2[CH:24]=[CH:25][CH:26]=[CH:27][CH:28]=2)[CH2:8][CH2:10]1)=[O:54]. (9) Given the reactants [C:1]([O:5][C:6](=[O:24])[NH:7][C:8]1[CH:13]=[CH:12][C:11]([C:14]#[C:15][C:16]2[CH:21]=[CH:20][C:19]([F:22])=[CH:18][CH:17]=2)=[CH:10][C:9]=1[NH2:23])([CH3:4])([CH3:3])[CH3:2].C([O:29][C:30](=O)[CH2:31][C:32](=[O:45])[C:33]1[CH:38]=[CH:37][CH:36]=[C:35]([C:39]2[CH:40]=[N:41][CH:42]=[CH:43][CH:44]=2)[CH:34]=1)(C)(C)C, predict the reaction product. The product is: [C:1]([O:5][C:6](=[O:24])[NH:7][C:8]1[CH:13]=[CH:12][C:11]([C:14]#[C:15][C:16]2[CH:17]=[CH:18][C:19]([F:22])=[CH:20][CH:21]=2)=[CH:10][C:9]=1[NH:23][C:30](=[O:29])[CH2:31][C:32](=[O:45])[C:33]1[CH:38]=[CH:37][CH:36]=[C:35]([C:39]2[CH:40]=[N:41][CH:42]=[CH:43][CH:44]=2)[CH:34]=1)([CH3:4])([CH3:2])[CH3:3]. (10) The product is: [Cl:1][C:14]1[CH:15]=[C:16]([C:18]([F:27])([C:19]([F:22])([F:21])[F:20])[C:23]([F:24])([F:25])[F:26])[CH:17]=[C:11]([CH2:9][CH3:10])[C:12]=1[NH2:13]. Given the reactants [Cl:1]N1C(=O)CCC1=O.[CH2:9]([C:11]1[CH:17]=[C:16]([C:18]([F:27])([C:23]([F:26])([F:25])[F:24])[C:19]([F:22])([F:21])[F:20])[CH:15]=[CH:14][C:12]=1[NH2:13])[CH3:10].[OH-].[Na+], predict the reaction product.